From a dataset of Full USPTO retrosynthesis dataset with 1.9M reactions from patents (1976-2016). Predict the reactants needed to synthesize the given product. (1) Given the product [O:1]1[CH2:6][CH2:5][CH2:4][CH2:3][CH:2]1[N:7]1[CH:11]=[CH:10][C:9]([CH:12]([C:14]2[CH:31]=[CH:30][C:17]3[N:18]([CH2:22][O:23][CH2:24][CH2:25][Si:26]([CH3:29])([CH3:28])[CH3:27])[C:19](=[O:21])[S:20][C:16]=3[CH:15]=2)[CH3:13])=[N:8]1, predict the reactants needed to synthesize it. The reactants are: [O:1]1[CH2:6][CH2:5][CH2:4][CH2:3][CH:2]1[N:7]1[CH:11]=[CH:10][C:9]([C:12]([C:14]2[CH:31]=[CH:30][C:17]3[N:18]([CH2:22][O:23][CH2:24][CH2:25][Si:26]([CH3:29])([CH3:28])[CH3:27])[C:19](=[O:21])[S:20][C:16]=3[CH:15]=2)=[CH2:13])=[N:8]1.[H][H]. (2) Given the product [C:25]([O:29][C:30](=[O:31])[NH:32][C@@H:33]([C@H:45]([CH3:53])[CH2:46][CH:47]([CH3:52])[CH2:48][CH2:49][CH:50]=[CH2:51])[C:34]([N:36]1[CH2:40][C@H:39]([OH:41])[CH2:38][C@H:37]1[C:42](=[O:43])[NH:55][C@:56]1([C:61](=[O:62])[NH:63][S:64]([C:67]2([CH2:70][F:71])[CH2:69][CH2:68]2)(=[O:66])=[O:65])[CH2:58][C@H:57]1[CH:59]=[CH2:60])=[O:35])([CH3:28])([CH3:27])[CH3:26], predict the reactants needed to synthesize it. The reactants are: CN(C(ON1N=NC2C=CC=NC1=2)=[N+](C)C)C.F[P-](F)(F)(F)(F)F.[C:25]([O:29][C:30]([NH:32][C@@H:33]([C@H:45]([CH3:53])[CH2:46][CH:47]([CH3:52])[CH2:48][CH2:49][CH:50]=[CH2:51])[C:34]([N:36]1[CH2:40][C@H:39]([OH:41])[CH2:38][C@H:37]1[C:42](O)=[O:43])=[O:35])=[O:31])([CH3:28])([CH3:27])[CH3:26].Cl.[NH2:55][C@:56]1([C:61]([NH:63][S:64]([C:67]2([CH2:70][F:71])[CH2:69][CH2:68]2)(=[O:66])=[O:65])=[O:62])[CH2:58][C@H:57]1[CH:59]=[CH2:60].C(N(CC)CC)C. (3) Given the product [Cl:22][C:23]1[CH:24]=[CH:25][C:26]([CH:29]([C:43]2[CH:44]=[CH:45][C:46]([Cl:49])=[CH:47][CH:48]=2)[S:30]([CH2:31][CH2:32][NH:33][CH2:34][CH2:35][CH2:36][C:37]2[CH:42]=[CH:41][CH:40]=[CH:39][CH:38]=2)=[O:9])=[CH:27][CH:28]=1, predict the reactants needed to synthesize it. The reactants are: C1(C)C=CC(C(C2C=CC(C)=CC=2)S(CC(N)=O)=[O:9])=CC=1.[Cl:22][C:23]1[CH:28]=[CH:27][C:26]([CH:29]([C:43]2[CH:48]=[CH:47][C:46]([Cl:49])=[CH:45][CH:44]=2)[S:30][CH2:31][CH2:32][NH:33][CH2:34][CH2:35][CH2:36][C:37]2[CH:42]=[CH:41][CH:40]=[CH:39][CH:38]=2)=[CH:25][CH:24]=1. (4) Given the product [N:18]1[CH:19]=[CH:20][C:15]([CH2:14][CH2:13][S:10]([C:7]2[CH:8]=[CH:9][C:4]([NH2:1])=[CH:5][CH:6]=2)(=[O:12])=[O:11])=[CH:16][CH:17]=1, predict the reactants needed to synthesize it. The reactants are: [N+:1]([C:4]1[CH:9]=[CH:8][C:7]([S:10]([CH2:13][CH2:14][C:15]2[CH:20]=[CH:19][N:18]=[CH:17][CH:16]=2)(=[O:12])=[O:11])=[CH:6][CH:5]=1)([O-])=O. (5) The reactants are: Br[C:2]1[CH:7]=[CH:6][C:5]([C:8]2[N:12]3[CH:13]=[CH:14][CH:15]=[N:16][C:11]3=[N:10][C:9]=2[CH3:17])=[CH:4][CH:3]=1.[CH3:18][Sn](C)(C)C. Given the product [CH3:17][C:9]1[N:10]=[C:11]2[N:16]=[CH:15][CH:14]=[CH:13][N:12]2[C:8]=1[C:5]1[CH:6]=[CH:7][C:2]([CH3:18])=[CH:3][CH:4]=1, predict the reactants needed to synthesize it. (6) Given the product [N+:6]([CH2:9][C:1]1([OH:5])[CH2:4][CH2:3][CH2:2]1)([O-:8])=[O:7], predict the reactants needed to synthesize it. The reactants are: [C:1]1(=[O:5])[CH2:4][CH2:3][CH2:2]1.[N+:6]([CH3:9])([O-:8])=[O:7].[O-]CC.[Na+].O. (7) Given the product [Br:1][C:2]1[CH:7]=[CH:6][C:5]2[S:8](=[O:10])(=[O:9])[N:11]([CH:12]3[CH2:13][NH:14][C:15](=[O:17])[CH2:16]3)[CH:18]([CH3:19])[C:4]=2[CH:3]=1, predict the reactants needed to synthesize it. The reactants are: [Br:1][C:2]1[CH:7]=[CH:6][C:5]([S:8]([NH:11][CH:12]2[CH2:16][C:15](=[O:17])[NH:14][CH2:13]2)(=[O:10])=[O:9])=[C:4]([CH:18](Br)[CH3:19])[CH:3]=1.C([O-])([O-])=O.[K+].[K+].O.